Dataset: Full USPTO retrosynthesis dataset with 1.9M reactions from patents (1976-2016). Task: Predict the reactants needed to synthesize the given product. (1) Given the product [OH:1][CH:2]([CH2:6][CH2:7][S:8][CH3:9])[C:3]([O:5][CH:36]([CH2:37][CH2:38][S:29][CH3:26])[C:35]([O:22][CH2:10][CH2:11][CH2:12][CH2:13][CH2:14][CH2:15][CH2:16][CH2:17][CH2:18][CH2:19][CH2:20][CH3:21])=[O:34])=[O:4], predict the reactants needed to synthesize it. The reactants are: [OH:1][CH:2]([CH2:6][CH2:7][S:8][CH3:9])[C:3]([OH:5])=[O:4].[CH2:10]([OH:22])[CH2:11][CH2:12][CH2:13][CH2:14][CH2:15][CH2:16][CH2:17][CH2:18][CH2:19][CH2:20][CH3:21].C1(C)C=C[C:26]([S:29](O)(=O)=O)=CC=1.[OH2:34].[C:35]1(C)C=C[CH:38]=[CH:37][CH:36]=1. (2) The reactants are: Br[C:2]1[CH:3]=[C:4]([N+:17]([O-:19])=[O:18])[C:5]2[C:9]([CH:10]=1)=[N:8][N:7]([CH:11]1[CH2:16][CH2:15][CH2:14][CH2:13][O:12]1)[CH:6]=2.[CH3:20][C:21]1[CH:22]=[C:23](B(O)O)[CH:24]=[CH:25][CH:26]=1.O1CCOCC1.C(=O)([O-])[O-].[Na+].[Na+]. Given the product [CH3:20][C:21]1[CH:26]=[C:25]([C:2]2[CH:3]=[C:4]([N+:17]([O-:19])=[O:18])[C:5]3[C:9]([CH:10]=2)=[N:8][N:7]([CH:11]2[CH2:16][CH2:15][CH2:14][CH2:13][O:12]2)[CH:6]=3)[CH:24]=[CH:23][CH:22]=1, predict the reactants needed to synthesize it. (3) The reactants are: [H-].[Na+].[O:3]=[C:4]1[NH:8][C@H:7]([C:9]([O:11][CH3:12])=[O:10])[CH2:6][CH2:5]1.Br[CH2:14][C:15]#[N:16].OS(O)(=O)=O. Given the product [C:15]([CH2:14][N:8]1[C:4](=[O:3])[CH2:5][CH2:6][C@H:7]1[C:9]([O:11][CH3:12])=[O:10])#[N:16], predict the reactants needed to synthesize it. (4) Given the product [NH:8]1[C:12]2[CH:13]=[CH:14][CH:15]=[CH:16][C:11]=2[NH:10][C:9]1=[C:17]([C:20]1[N:25]=[C:24]([C:26]([F:27])([F:28])[F:29])[CH:23]=[CH:22][N:21]=1)[C:18]([NH2:19])=[O:30], predict the reactants needed to synthesize it. The reactants are: C(OC([N:8]1[C:12]2[CH:13]=[CH:14][CH:15]=[CH:16][C:11]=2[NH:10][C:9]1=[C:17]([C:20]1[N:25]=[C:24]([C:26]([F:29])([F:28])[F:27])[CH:23]=[CH:22][N:21]=1)[C:18]#[N:19])=O)(C)(C)C.[OH-:30].[Na+].O. (5) Given the product [F:1][C:2]1([C:15]2[O:17][N:23]=[C:20]([CH3:21])[N:22]=2)[CH2:7][CH2:6][CH2:5][N:4]([C:8]([O:10][C:11]([CH3:12])([CH3:13])[CH3:14])=[O:9])[CH2:3]1, predict the reactants needed to synthesize it. The reactants are: [F:1][C:2]1([C:15]([O:17]CC)=O)[CH2:7][CH2:6][CH2:5][N:4]([C:8]([O:10][C:11]([CH3:14])([CH3:13])[CH3:12])=[O:9])[CH2:3]1.[C:20](=[N:23]O)([NH2:22])[CH3:21].C[O-].[Na+].